This data is from Catalyst prediction with 721,799 reactions and 888 catalyst types from USPTO. The task is: Predict which catalyst facilitates the given reaction. (1) Reactant: C[O:2][C:3]1[CH:4]=[C:5]([C:11]([C@@H:13]2[C@:22]3([CH3:23])[C@H:17]([C:18]([CH3:25])([CH3:24])[CH2:19][CH2:20][CH2:21]3)[CH2:16][C@@H:15]([NH:26][C:27]([C:29]3[CH:38]=[CH:37][C:36]4[C:31](=[CH:32][CH:33]=[CH:34][CH:35]=4)[CH:30]=3)=[O:28])[C@H:14]2[CH3:39])=[O:12])[CH:6]=[C:7]([O:9]C)[CH:8]=1.B(Br)(Br)Br.CO. Product: [OH:2][C:3]1[CH:4]=[C:5]([C:11]([C@@H:13]2[C@:22]3([CH3:23])[C@H:17]([C:18]([CH3:25])([CH3:24])[CH2:19][CH2:20][CH2:21]3)[CH2:16][C@@H:15]([NH:26][C:27]([C:29]3[CH:38]=[CH:37][C:36]4[C:31](=[CH:32][CH:33]=[CH:34][CH:35]=4)[CH:30]=3)=[O:28])[C@H:14]2[CH3:39])=[O:12])[CH:6]=[C:7]([OH:9])[CH:8]=1. The catalyst class is: 2. (2) Reactant: Cl.[F:2][C:3]([C:26]1[CH:27]=[C:28]2[CH2:51][C@@:33]3([C:41]4[C:36](=[N:37][CH:38]=[CH:39][CH:40]=4)[N:35](COCC[Si](C)(C)C)[C:34]3=[O:50])[CH2:32][C:29]2=[N:30][CH:31]=1)([F:25])[CH2:4][NH:5][C@H:6]1[CH2:11][C@@H:10]([C:12]2[CH:17]=[CH:16][CH:15]=[CH:14][CH:13]=2)[C@@H:9]([CH3:18])[N:8]([CH2:19][C:20]([F:23])([F:22])[F:21])[C:7]1=[O:24].[OH-].[NH4+]. Product: [F:2][C:3]([C:26]1[CH:27]=[C:28]2[CH2:51][C@@:33]3([C:41]4[C:36](=[N:37][CH:38]=[CH:39][CH:40]=4)[NH:35][C:34]3=[O:50])[CH2:32][C:29]2=[N:30][CH:31]=1)([F:25])[CH2:4][NH:5][C@H:6]1[CH2:11][C@@H:10]([C:12]2[CH:13]=[CH:14][CH:15]=[CH:16][CH:17]=2)[C@@H:9]([CH3:18])[N:8]([CH2:19][C:20]([F:23])([F:21])[F:22])[C:7]1=[O:24]. The catalyst class is: 5. (3) Reactant: FC(F)(F)C(OC(=O)C(F)(F)F)=O.[NH2:14][C:15]1[N:16]=[C:17]([C:27]2[CH:32]=[C:31]([O:33][CH2:34][C:35]3[CH:40]=[CH:39][CH:38]=[CH:37][CH:36]=3)[C:30]([Cl:41])=[CH:29][C:28]=2[Cl:42])[C:18]2[CH:23]=[C:22]([C:24]([NH2:26])=O)[S:21][C:19]=2[N:20]=1.O. Product: [NH2:14][C:15]1[N:16]=[C:17]([C:27]2[CH:32]=[C:31]([O:33][CH2:34][C:35]3[CH:40]=[CH:39][CH:38]=[CH:37][CH:36]=3)[C:30]([Cl:41])=[CH:29][C:28]=2[Cl:42])[C:18]2[CH:23]=[C:22]([C:24]#[N:26])[S:21][C:19]=2[N:20]=1. The catalyst class is: 529. (4) Reactant: C(OC#[C:5][C:6]1([OH:11])[CH2:10][CH2:9][CH2:8][CH2:7]1)C.[C:12]([O-:15])(O)=[O:13].[Na+].[O-]S([O-])(=O)=O.[Mg+2].[O-:23][Mn](=O)(=O)=O.[K+].[CH3:29][C:30](C)=O. Product: [CH2:29]([O:15][C:12](=[O:13])[C:5]([C:6]1([OH:11])[CH2:7][CH2:8][CH2:9][CH2:10]1)=[O:23])[CH3:30]. The catalyst class is: 6.